This data is from Full USPTO retrosynthesis dataset with 1.9M reactions from patents (1976-2016). The task is: Predict the reactants needed to synthesize the given product. Given the product [O:33]1[C:32]2[CH:37]=[CH:38][C:29]([CH2:28][NH:7][CH:8]3[CH2:9][CH2:10][N:11]([CH2:14][CH2:15][N:16]4[C:25]5[C:20](=[CH:21][CH:22]=[C:23]([F:26])[CH:24]=5)[N:19]=[CH:18][C:17]4=[O:27])[CH2:12][CH2:13]3)=[CH:30][C:31]=2[O:36][CH2:35][CH2:34]1, predict the reactants needed to synthesize it. The reactants are: C(OC(=O)[N:7]([CH2:28][C:29]1[CH:38]=[CH:37][C:32]2[O:33][CH2:34][CH2:35][O:36][C:31]=2[CH:30]=1)[CH:8]1[CH2:13][CH2:12][N:11]([CH2:14][CH2:15][N:16]2[C:25]3[C:20](=[CH:21][CH:22]=[C:23]([F:26])[CH:24]=3)[N:19]=[CH:18][C:17]2=[O:27])[CH2:10][CH2:9]1)(C)(C)C.FC(F)(F)C(O)=O.